Dataset: Forward reaction prediction with 1.9M reactions from USPTO patents (1976-2016). Task: Predict the product of the given reaction. (1) Given the reactants Cl.[NH2:2][C@@H:3]([CH2:7][C:8]1[CH:13]=[CH:12][CH:11]=[CH:10][CH:9]=1)[C:4]([NH2:6])=[O:5].C(N(C(C)C)CC)(C)C.[C:23]([CH:27]1[CH2:36][CH2:35][C:34]2[N:33]=[C:32]3[S:37][C:38]([C:40](Cl)=[O:41])=[CH:39][C:31]3=[CH:30][C:29]=2[CH2:28]1)([CH3:26])([CH3:25])[CH3:24].Cl, predict the reaction product. The product is: [C:4]([C@@H:3]([NH:2][C:40]([C:38]1[S:37][C:32]2=[N:33][C:34]3[CH2:35][CH2:36][CH:27]([C:23]([CH3:25])([CH3:24])[CH3:26])[CH2:28][C:29]=3[CH:30]=[C:31]2[CH:39]=1)=[O:41])[CH2:7][C:8]1[CH:13]=[CH:12][CH:11]=[CH:10][CH:9]=1)(=[O:5])[NH2:6]. (2) Given the reactants [NH:1]1[CH2:6][CH2:5][CH:4]([CH2:7][NH:8][C:9]2[S:10][C:11]([C:14]([C:16]3[CH:21]=[CH:20][CH:19]=[CH:18][C:17]=3[CH3:22])=[O:15])=[CH:12][N:13]=2)[CH2:3][CH2:2]1.Cl.[S:24]1[CH:28]=[CH:27][CH:26]=[C:25]1[S:29](Cl)(=[O:31])=[O:30].CCN(CC)CC, predict the reaction product. The product is: [S:24]1[CH:28]=[CH:27][CH:26]=[C:25]1[S:29]([N:1]1[CH2:6][CH2:5][CH:4]([CH2:7][NH:8][C:9]2[S:10][C:11]([C:14]([C:16]3[CH:21]=[CH:20][CH:19]=[CH:18][C:17]=3[CH3:22])=[O:15])=[CH:12][N:13]=2)[CH2:3][CH2:2]1)(=[O:31])=[O:30]. (3) Given the reactants C[O:2][C:3](=[O:24])[C:4]1[CH:9]=[C:8]([C:10]2[CH:15]=[CH:14][C:13]([C:16]#[N:17])=[CH:12][CH:11]=2)[C:7]([O:18][CH2:19][C:20]([F:23])([F:22])[F:21])=[N:6][CH:5]=1.C1COCC1.[OH-].[Li+].Cl, predict the reaction product. The product is: [C:16]([C:13]1[CH:12]=[CH:11][C:10]([C:8]2[C:7]([O:18][CH2:19][C:20]([F:23])([F:22])[F:21])=[N:6][CH:5]=[C:4]([CH:9]=2)[C:3]([OH:24])=[O:2])=[CH:15][CH:14]=1)#[N:17]. (4) Given the reactants Cl[C:2]1[NH:3][C:4](=[O:12])[C:5]2[C:10]([CH:11]=1)=[CH:9][CH:8]=[CH:7][CH:6]=2.[CH3:13][N:14]([CH3:21])[N:15]1[CH2:20][CH2:19][NH:18][CH2:17][CH2:16]1, predict the reaction product. The product is: [CH3:13][N:14]([CH3:21])[N:15]1[CH2:20][CH2:19][N:18]([C:2]2[NH:3][C:4](=[O:12])[C:5]3[C:10]([CH:11]=2)=[CH:9][CH:8]=[CH:7][CH:6]=3)[CH2:17][CH2:16]1. (5) The product is: [I:1][C:2]1[C:7]([NH2:8])=[C:6]([O:16][C:10]2[CH:15]=[CH:14][CH:13]=[CH:12][CH:11]=2)[N:5]=[CH:4][N:3]=1. Given the reactants [I:1][C:2]1[C:7]([NH2:8])=[C:6](I)[N:5]=[CH:4][N:3]=1.[C:10]1([OH:16])[CH:15]=[CH:14][CH:13]=[CH:12][CH:11]=1.C(=O)([O-])[O-].[K+].[K+], predict the reaction product.